This data is from Reaction yield outcomes from USPTO patents with 853,638 reactions. The task is: Predict the reaction yield, written as a fraction of the theoretical maximum amount of product (1.0 means a 100% yield; for example, 0.34 means a 34% yield). The reactants are Cl.[NH2:2][S:3]([C:6]1[CH:13]=[CH:12][C:9]([CH2:10][NH2:11])=[CH:8][CH:7]=1)(=[O:5])=[O:4].Cl.CS([C:19]1[CH:26]=CC(CN)=CC=1)(=O)=O.[NH2:27][C:28]1[CH:38]=[CH:37][C:31]([C:32]([O:34][CH2:35][CH3:36])=[O:33])=[CH:30][CH:29]=1.[NH2:39][C:40]1S[C:42]([C:46]([O:48][CH2:49]C)=O)=[C:43]([CH3:45])[N:44]=1.[C:51](O)(C(F)(F)F)=[O:52].O.[CH3:59]O. No catalyst specified. The product is [NH2:2][S:3]([C:6]1[CH:7]=[CH:8][C:9]([CH2:10][NH:11][C:59]2[C:45]3[C:43](=[CH:42][C:46]([O:48][CH3:49])=[C:26]([O:52][CH3:51])[CH:19]=3)[N:44]=[C:40]([NH:27][C:28]3[CH:29]=[CH:30][C:31]([C:32]([O:34][CH2:35][CH3:36])=[O:33])=[CH:37][CH:38]=3)[N:39]=2)=[CH:12][CH:13]=1)(=[O:4])=[O:5]. The yield is 0.210.